This data is from Peptide-MHC class I binding affinity with 185,985 pairs from IEDB/IMGT. The task is: Regression. Given a peptide amino acid sequence and an MHC pseudo amino acid sequence, predict their binding affinity value. This is MHC class I binding data. (1) The peptide sequence is AIFQSSMTK. The MHC is HLA-B57:01 with pseudo-sequence HLA-B57:01. The binding affinity (normalized) is 0. (2) The peptide sequence is RPKQAWCWFGG. The MHC is HLA-B27:05 with pseudo-sequence HLA-B27:05. The binding affinity (normalized) is 0. (3) The binding affinity (normalized) is 0.370. The MHC is HLA-A02:01 with pseudo-sequence HLA-A02:01. The peptide sequence is STPPPGTRV. (4) The peptide sequence is HLGGFVHAC. The MHC is HLA-A69:01 with pseudo-sequence HLA-A69:01. The binding affinity (normalized) is 0.0847.